This data is from Experimentally validated miRNA-target interactions with 360,000+ pairs, plus equal number of negative samples. The task is: Binary Classification. Given a miRNA mature sequence and a target amino acid sequence, predict their likelihood of interaction. (1) The miRNA is mmu-miR-466h-3p with sequence UACGCACGCACACACACAC. The protein sequence of the target gene is MSVGLPGPHSLPSSEEASNSGNASSMPAVFHPENYSCLQGSATEMLCTEAASPRPSSEDLPLQGSPDSSTSPKQKLSSPEADKGPEEEENKVLARKQKMRTVFSQAQLCALKDRFQKQKYLSLQQMQELSSILNLSYKQVKTWFQNQRMKCKRWQKNQWLKTSNGLIQKGSAPVEYPSIHCSYPQGYLVNASGSLSMWGSQTWTNPTWSSQTWTNPTWNNQTWTNPTWSSQAWTAQSWNGQPWNAAPLHNFGEDFLQPYVQLQQNFSASDLEVNLEATRESHAHFSTPQALELFLNYSVT.... Result: 0 (no interaction). (2) The miRNA is hsa-miR-5089-5p with sequence GUGGGAUUUCUGAGUAGCAUC. The protein sequence of the target gene is MAPLGTTVLLWSLLRSSPGVERVCFRARIQPWHGGLLQPLPCSFEMGLPRRRFSSEAAESGSPETKKPTFMDEEVQSILTKMTGLNLQKTFKPAIQELKPPTYKLMTQAQLEEATRQAVEAAKVRLKMPPVLEERVPINDVLAEDKILEGTETTKYVFTDISYSIPHRERFIVVREPSGTLRKASWEERDRMIQVYFPKEGRKILTPIIFKEENLRTMYSQDRHVDVLNLCFAQFEPDSTEYIKVHHKTYEDIDKRGKYDLLRSTRYFGGMVWYFVNNKKIDGLLIDQIQRDLIDDATNL.... Result: 0 (no interaction).